Dataset: Reaction yield outcomes from USPTO patents with 853,638 reactions. Task: Predict the reaction yield, written as a fraction of the theoretical maximum amount of product (1.0 means a 100% yield; for example, 0.34 means a 34% yield). (1) The reactants are I[C:2]1[CH:19]=[N:18][C:5]2[NH:6][CH2:7][CH2:8][N:9]([C:10]([C:12]3[CH:17]=[CH:16][CH:15]=[CH:14][CH:13]=3)=[O:11])[C:4]=2[CH:3]=1.[CH2:20]([O:22][C:23]([C:25]1[CH:30]=[CH:29][C:28](B(O)O)=[CH:27][CH:26]=1)=[O:24])[CH3:21]. No catalyst specified. The product is [CH2:20]([O:22][C:23](=[O:24])[C:25]1[CH:30]=[CH:29][C:28]([C:2]2[CH:19]=[N:18][C:5]3[NH:6][CH2:7][CH2:8][N:9]([C:10](=[O:11])[C:12]4[CH:17]=[CH:16][CH:15]=[CH:14][CH:13]=4)[C:4]=3[CH:3]=2)=[CH:27][CH:26]=1)[CH3:21]. The yield is 0.320. (2) The reactants are [CH2:1]([O:3][C:4]1[CH:11]=[CH:10][CH:9]=[C:6]([CH:7]=[O:8])[C:5]=1[OH:12])[CH3:2].[C:13](=O)([O-])[O-].[K+].[K+].S(OC)(OC)(=O)=O. The catalyst is CN(C)C=O.C(OCC)(=O)C. The product is [CH2:1]([O:3][C:4]1[C:5]([O:12][CH3:13])=[C:6]([CH:9]=[CH:10][CH:11]=1)[CH:7]=[O:8])[CH3:2]. The yield is 0.990. (3) The reactants are C[O:2][C:3](=[O:22])[CH:4]([C:11]1[CH:16]=[CH:15][C:14]([S:17]([CH3:20])(=[O:19])=[O:18])=[C:13]([Cl:21])[CH:12]=1)[CH2:5][CH:6]1[CH2:10][CH2:9][CH2:8][CH2:7]1.C(OC(=O)C(C1C=CC(S(C)(=O)=O)=C(Cl)C=1)CC1CCCC1)C.[OH-].[K+]. The catalyst is C(O)C.O. The product is [Cl:21][C:13]1[CH:12]=[C:11]([CH:4]([CH2:5][CH:6]2[CH2:10][CH2:9][CH2:8][CH2:7]2)[C:3]([OH:22])=[O:2])[CH:16]=[CH:15][C:14]=1[S:17]([CH3:20])(=[O:19])=[O:18]. The yield is 0.820. (4) The reactants are [C:1]([C:5]1[CH:10]=[CH:9][C:8]([N+:11]([O-])=O)=[CH:7][C:6]=1[O:14][CH3:15])([CH3:4])([CH3:3])[CH3:2].C([O-])=O.[K+]. The catalyst is CCO.O.[Pd]. The product is [C:1]([C:5]1[CH:10]=[CH:9][C:8]([NH2:11])=[CH:7][C:6]=1[O:14][CH3:15])([CH3:4])([CH3:2])[CH3:3]. The yield is 0.720. (5) The reactants are Cl[C:2]1[N:11]=[C:10]([N:12]([C:14]2[CH:19]=[CH:18][C:17]([O:20][CH3:21])=[CH:16][CH:15]=2)[CH3:13])[C:9]2[C:4](=[CH:5][CH:6]=[C:7]([O:22][CH3:23])[CH:8]=2)[N:3]=1.[CH3:24][NH:25][CH3:26].CO. No catalyst specified. The product is [CH3:23][O:22][C:7]1[CH:8]=[C:9]2[C:4](=[CH:5][CH:6]=1)[N:3]=[C:2]([N:25]([CH3:26])[CH3:24])[N:11]=[C:10]2[N:12]([C:14]1[CH:19]=[CH:18][C:17]([O:20][CH3:21])=[CH:16][CH:15]=1)[CH3:13]. The yield is 0.750. (6) The reactants are [O:1]1[CH2:6][CH2:5][CH:4]([CH2:7]SC(=O)C)[CH2:3][CH2:2]1.[O-]CC.[Na+].Br[C:17]([CH3:24])([CH3:23])[C:18]([O:20][CH2:21][CH3:22])=[O:19].O[O:26][S:27]([O-:29])=O.[K+]. The catalyst is C1(C)C=CC=CC=1.C(O)C.C([N+](CCCC)(CCCC)CCCC)CCC.S([O-])(O)(=O)=O.O.C(O)(=O)C. The product is [CH2:21]([O:20][C:18](=[O:19])[C:17]([CH3:24])([S:27]([CH2:7][CH:4]1[CH2:5][CH2:6][O:1][CH2:2][CH2:3]1)(=[O:29])=[O:26])[CH3:23])[CH3:22]. The yield is 0.870.